Dataset: Full USPTO retrosynthesis dataset with 1.9M reactions from patents (1976-2016). Task: Predict the reactants needed to synthesize the given product. (1) Given the product [NH2:33][CH:17]([C@H:14]1[CH2:15][CH2:16][C@H:11]([C:9]([NH:8][C:34]2[CH:35]=[CH:36][N:37]=[CH:38][CH:39]=2)=[O:10])[CH2:12][CH2:13]1)[CH2:18][C:19]([NH:21][CH2:22][C:23]1([C:26]2[CH:31]=[CH:30][C:29]([Cl:32])=[CH:28][CH:27]=2)[CH2:25][CH2:24]1)=[O:20], predict the reactants needed to synthesize it. The reactants are: C([N:8]([C:34]1[CH:39]=[CH:38][N:37]=[CH:36][CH:35]=1)[C:9]([C@H:11]1[CH2:16][CH2:15][C@H:14]([CH:17]([NH2:33])[CH2:18][C:19]([NH:21][CH2:22][C:23]2([C:26]3[CH:31]=[CH:30][C:29]([Cl:32])=[CH:28][CH:27]=3)[CH2:25][CH2:24]2)=[O:20])[CH2:13][CH2:12]1)=[O:10])(OC(C)(C)C)=O.C(O)(C(F)(F)F)=O.C(Cl)Cl.C([O-])([O-])=O.[Na+].[Na+]. (2) Given the product [CH3:10][O:11][C:12](=[O:15])[CH2:13][NH:7][CH2:6][C:5]1[CH:8]=[CH:9][C:2]([Cl:1])=[CH:3][CH:4]=1, predict the reactants needed to synthesize it. The reactants are: [Cl:1][C:2]1[CH:9]=[CH:8][C:5]([CH2:6][NH2:7])=[CH:4][CH:3]=1.[CH3:10][O:11][C:12](=[O:15])[CH2:13]Br.C([O-])([O-])=O.[K+].[K+]. (3) Given the product [C:1]([C:5]1[CH:6]=[CH:7][C:8]([NH:11][C:12]2[S:13][C:14](=[CH:18][C:19]3[CH:26]=[CH:25][C:22]([CH3:23])=[CH:21][CH:20]=3)[C:15](=[O:17])[N:16]=2)=[CH:9][CH:10]=1)([CH3:4])([CH3:2])[CH3:3], predict the reactants needed to synthesize it. The reactants are: [C:1]([C:5]1[CH:10]=[CH:9][C:8]([NH:11][C:12]2[S:13][CH2:14][C:15](=[O:17])[N:16]=2)=[CH:7][CH:6]=1)([CH3:4])([CH3:3])[CH3:2].[CH3:18][C:19]1[CH:26]=[CH:25][C:22]([CH:23]=O)=[CH:21][CH:20]=1.C([O-])(=O)C.[Na+].